This data is from Forward reaction prediction with 1.9M reactions from USPTO patents (1976-2016). The task is: Predict the product of the given reaction. (1) The product is: [CH:30]1([O:29][C:4]2[C:5]3[C:10]([C:11]4[CH:20]=[CH:19][C:14]5[N:15]=[C:16]([CH3:18])[O:17][C:13]=5[CH:12]=4)=[CH:9][N:8]([CH2:21][O:22][CH2:23][CH2:24][Si:25]([CH3:28])([CH3:27])[CH3:26])[C:6]=3[N:7]=[C:2]([NH:35][C:36]3[CH:41]=[CH:40][C:39]([C:42]([N@@:44]4[CH2:46][CH:45]4[CH2:47][OH:48])=[O:43])=[CH:38][C:37]=3[O:49][CH3:50])[N:3]=2)[CH2:34][CH2:33][CH2:32][CH2:31]1. Given the reactants Cl[C:2]1[N:3]=[C:4]([O:29][CH:30]2[CH2:34][CH2:33][CH2:32][CH2:31]2)[C:5]2[C:10]([C:11]3[CH:20]=[CH:19][C:14]4[N:15]=[C:16]([CH3:18])[O:17][C:13]=4[CH:12]=3)=[CH:9][N:8]([CH2:21][O:22][CH2:23][CH2:24][Si:25]([CH3:28])([CH3:27])[CH3:26])[C:6]=2[N:7]=1.[NH2:35][C:36]1[CH:41]=[CH:40][C:39]([C:42]([N@@:44]2[CH2:46][CH:45]2[CH2:47][OH:48])=[O:43])=[CH:38][C:37]=1[O:49][CH3:50].C(=O)([O-])[O-].[Cs+].[Cs+].C1(P(C2C=CC=CC=2)C2C=CC3C(=CC=CC=3)C=2C2C3C(=CC=CC=3)C=CC=2P(C2C=CC=CC=2)C2C=CC=CC=2)C=CC=CC=1, predict the reaction product. (2) Given the reactants Cl.[OH:2][CH:3]([CH:9]1[O:14][CH2:13][CH2:12][NH:11][CH2:10]1)[C:4]([O:6][CH2:7][CH3:8])=[O:5].[CH3:15][C:16]1[CH:24]=[CH:23][C:19]([C:20](Cl)=[O:21])=[CH:18][CH:17]=1.S(Cl)(C)(=O)=O, predict the reaction product. The product is: [OH:2][CH:3]([CH:9]1[O:14][CH2:13][CH2:12][N:11]([C:20](=[O:21])[C:19]2[CH:23]=[CH:24][C:16]([CH3:15])=[CH:17][CH:18]=2)[CH2:10]1)[C:4]([O:6][CH2:7][CH3:8])=[O:5]. (3) Given the reactants C1(S([N:10]2[C:14]3=[N:15][CH:16]=[CH:17][CH:18]=[C:13]3[CH:12]=[C:11]2[C:19]([C:26]2[CH:31]=[CH:30][C:29]([C:32]([OH:35])([CH3:34])[CH3:33])=[CH:28][CH:27]=2)=[CH:20][CH:21]2[CH2:25][CH2:24][CH2:23][CH2:22]2)(=O)=O)C=CC=CC=1.[OH-].[Na+], predict the reaction product. The product is: [CH:21]1([CH:20]=[C:19]([C:26]2[CH:27]=[CH:28][C:29]([C:32]([OH:35])([CH3:33])[CH3:34])=[CH:30][CH:31]=2)[C:11]2[NH:10][C:14]3=[N:15][CH:16]=[CH:17][CH:18]=[C:13]3[CH:12]=2)[CH2:25][CH2:24][CH2:23][CH2:22]1. (4) Given the reactants C[N:2]([CH3:6])[C:3]([NH2:5])=[S:4].C1(C)C=CC=CC=1.[C:14](=O)([O-])[O-].[Na+].[Na+].Cl[C:21]([O:23][CH3:24])=[O:22], predict the reaction product. The product is: [CH3:6][N:2]([C:3](=[S:4])[NH:5][CH3:14])[C:21](=[O:22])[O:23][CH3:24]. (5) Given the reactants [Cl:1][C:2]1[CH:10]=[C:6]([C:7]([OH:9])=O)[C:5]([OH:11])=[CH:4][CH:3]=1.[C:12]1([NH2:22])[C:21]2[C:16](=[CH:17][CH:18]=[CH:19][CH:20]=2)[CH:15]=[CH:14][CH:13]=1, predict the reaction product. The product is: [Cl:1][C:2]1[CH:3]=[CH:4][C:5]([OH:11])=[C:6]([CH:10]=1)[C:7]([NH:22][C:12]1[C:21]2[C:16](=[CH:17][CH:18]=[CH:19][CH:20]=2)[CH:15]=[CH:14][CH:13]=1)=[O:9]. (6) Given the reactants [C:1]([C:3]1[CH:4]=[C:5]([CH:37]([CH3:39])[CH3:38])[C:6]2[O:10][C:9]([C:11]3[CH:35]=[CH:34][C:14]([C:15]([NH:17][CH2:18][CH:19]4[CH2:24][CH2:23][C:22](B5OC(C)(C)C(C)(C)O5)=[CH:21][CH2:20]4)=[O:16])=[CH:13][CH:12]=3)=[N:8][C:7]=2[CH:36]=1)#[N:2].Br[C:41]1[CH:46]=[CH:45][C:44]([C:47]([F:50])([F:49])[F:48])=[CH:43][N:42]=1.C(=O)([O-])[O-].[Cs+].[Cs+], predict the reaction product. The product is: [C:1]([C:3]1[CH:4]=[C:5]([CH:37]([CH3:39])[CH3:38])[C:6]2[O:10][C:9]([C:11]3[CH:35]=[CH:34][C:14]([C:15]([NH:17][CH2:18][CH:19]4[CH2:24][CH2:23][C:22]([C:41]5[CH:46]=[CH:45][C:44]([C:47]([F:50])([F:49])[F:48])=[CH:43][N:42]=5)=[CH:21][CH2:20]4)=[O:16])=[CH:13][CH:12]=3)=[N:8][C:7]=2[CH:36]=1)#[N:2]. (7) The product is: [CH3:18][C:5]1[C:6]([C:8]2[CH:13]=[CH:12][CH:11]=[C:10]([S:14]([CH3:17])(=[O:16])=[O:15])[CH:9]=2)=[N:7][C:2]([NH:31][C:30]2[CH:29]=[CH:28][C:27]([CH2:26][N:23]3[CH2:22][CH2:21][N:20]([CH3:19])[CH2:25][CH2:24]3)=[CH:33][CH:32]=2)=[N:3][CH:4]=1. Given the reactants Cl[C:2]1[N:7]=[C:6]([C:8]2[CH:13]=[CH:12][CH:11]=[C:10]([S:14]([CH3:17])(=[O:16])=[O:15])[CH:9]=2)[C:5]([CH3:18])=[CH:4][N:3]=1.[CH3:19][N:20]1[CH2:25][CH2:24][N:23]([CH2:26][C:27]2[CH:33]=[CH:32][C:30]([NH2:31])=[CH:29][CH:28]=2)[CH2:22][CH2:21]1, predict the reaction product. (8) Given the reactants [CH:1]12[CH:8]([N:9]([CH3:17])[C:10](=[O:16])[O:11][C:12]([CH3:15])([CH3:14])[CH3:13])[CH:5]([CH2:6][CH2:7]1)[CH2:4][NH:3][CH2:2]2.C[Al](C)C.[O:22]1[CH2:24][CH:23]1[CH2:25][O:26][C:27]1[CH:34]=[CH:33][C:30]([C:31]#[N:32])=[CH:29][CH:28]=1, predict the reaction product. The product is: [C:31]([C:30]1[CH:33]=[CH:34][C:27]([O:26][CH2:25][CH:23]([OH:22])[CH2:24][N:3]2[CH2:4][CH:5]3[CH:8]([N:9]([CH3:17])[C:10](=[O:16])[O:11][C:12]([CH3:13])([CH3:14])[CH3:15])[CH:1]([CH2:7][CH2:6]3)[CH2:2]2)=[CH:28][CH:29]=1)#[N:32].